From a dataset of Forward reaction prediction with 1.9M reactions from USPTO patents (1976-2016). Predict the product of the given reaction. (1) Given the reactants [Br:1][C:2]1[C:3]([Cl:9])=[C:4]([CH:6]=[CH:7][CH:8]=1)[NH2:5].C[Al](C)C.[CH3:14][N:15]1[C:20]2[CH:21]=[CH:22][CH:23]=[CH:24][C:19]=2[C:18](=O)[O:17]C1=O.Cl, predict the reaction product. The product is: [Br:1][C:2]1[C:3]([Cl:9])=[C:4]([NH:5][C:18](=[O:17])[C:19]2[CH:24]=[CH:23][CH:22]=[CH:21][C:20]=2[NH:15][CH3:14])[CH:6]=[CH:7][CH:8]=1. (2) The product is: [CH3:24][C:16]([N:12]1[CH:13]=[C:9]([B:4]2[O:5][C:6]([CH3:7])([CH3:8])[C:2]([CH3:14])([CH3:1])[O:3]2)[CH:10]=[N:11]1)([CH3:25])[C:17]([O:19][C:20]([CH3:23])([CH3:22])[CH3:21])=[O:18]. Given the reactants [CH3:1][C:2]1([CH3:14])[C:6]([CH3:8])([CH3:7])[O:5][B:4]([C:9]2[CH:10]=[N:11][NH:12][CH:13]=2)[O:3]1.Br[C:16]([CH3:25])([CH3:24])[C:17]([O:19][C:20]([CH3:23])([CH3:22])[CH3:21])=[O:18].C([O-])([O-])=O.[Cs+].[Cs+], predict the reaction product.